The task is: Predict the reaction yield, written as a fraction of the theoretical maximum amount of product (1.0 means a 100% yield; for example, 0.34 means a 34% yield).. This data is from Reaction yield outcomes from USPTO patents with 853,638 reactions. The reactants are [C:1]([O:5][C:6]([N:8]1[C:16]2[C:11](=[CH:12][C:13]([CH2:17][CH:18]([NH2:23])[C:19]([O:21][CH3:22])=[O:20])=[CH:14][CH:15]=2)[CH:10]=[N:9]1)=[O:7])([CH3:4])([CH3:3])[CH3:2].C1C(=O)N(OC(ON2C(=O)CCC2=O)=O)[C:26](=[O:27])C1.C(N(CC)C(C)C)(C)C.[NH:51]1[CH2:56][CH2:55][CH:54]([N:57]2[CH2:66][C:65]3[C:60](=[CH:61][CH:62]=[CH:63][CH:64]=3)[NH:59][C:58]2=[O:67])[CH2:53][CH2:52]1. The catalyst is C(Cl)Cl. The yield is 0.470. The product is [C:1]([O:5][C:6]([N:8]1[C:16]2[C:11](=[CH:12][C:13]([CH2:17][CH:18]([C:19]([O:21][CH3:22])=[O:20])[NH:23][C:26]([N:51]3[CH2:52][CH2:53][CH:54]([N:57]4[CH2:66][C:65]5[C:60](=[CH:61][CH:62]=[CH:63][CH:64]=5)[NH:59][C:58]4=[O:67])[CH2:55][CH2:56]3)=[O:27])=[CH:14][CH:15]=2)[CH:10]=[N:9]1)=[O:7])([CH3:3])([CH3:4])[CH3:2].